Dataset: Catalyst prediction with 721,799 reactions and 888 catalyst types from USPTO. Task: Predict which catalyst facilitates the given reaction. (1) Reactant: [CH2:1]([O:3][C:4](=[O:29])[C:5]([O:8][C:9]1[CH:14]=[CH:13][C:12]([O:15][C:16]2[CH:21]=[C:20]([C:22]#[N:23])[C:19]([N+:24]([O-])=O)=[CH:18][C:17]=2[CH3:27])=[CH:11][C:10]=1[CH3:28])([CH3:7])[CH3:6])[CH3:2]. Product: [CH2:1]([O:3][C:4](=[O:29])[C:5]([O:8][C:9]1[CH:14]=[CH:13][C:12]([O:15][C:16]2[CH:21]=[C:20]([C:22]#[N:23])[C:19]([NH2:24])=[CH:18][C:17]=2[CH3:27])=[CH:11][C:10]=1[CH3:28])([CH3:6])[CH3:7])[CH3:2]. The catalyst class is: 29. (2) The catalyst class is: 4. Reactant: C(N(CC)CC)C.Cl.Cl.[N:10]1[CH:15]=[CH:14][CH:13]=[N:12][C:11]=1[C:16]1[CH:17]=[C:18]2[C:22](=[CH:23][CH:24]=1)[CH:21]([N:25]1[CH2:28][C:27]3([CH2:33][CH2:32][NH:31][CH2:30][CH2:29]3)[CH2:26]1)[CH2:20][CH2:19]2.[CH:34]1([C:37]2[CH:42]=[CH:41][C:40]([CH2:43][C:44](O)=[O:45])=[CH:39][CH:38]=2)[CH2:36][CH2:35]1.CN(C(ON1N=NC2C=CC=NC1=2)=[N+](C)C)C.F[P-](F)(F)(F)(F)F. Product: [CH:34]1([C:37]2[CH:38]=[CH:39][C:40]([CH2:43][C:44]([N:31]3[CH2:30][CH2:29][C:27]4([CH2:26][N:25]([CH:21]5[C:22]6[C:18](=[CH:17][C:16]([C:11]7[N:12]=[CH:13][CH:14]=[CH:15][N:10]=7)=[CH:24][CH:23]=6)[CH2:19][CH2:20]5)[CH2:28]4)[CH2:33][CH2:32]3)=[O:45])=[CH:41][CH:42]=2)[CH2:36][CH2:35]1.